Dataset: Reaction yield outcomes from USPTO patents with 853,638 reactions. Task: Predict the reaction yield, written as a fraction of the theoretical maximum amount of product (1.0 means a 100% yield; for example, 0.34 means a 34% yield). (1) The reactants are [Br:1][C:2]1[CH:3]=[N:4][CH:5]=[C:6](Br)[CH:7]=1.[CH3:9][O-:10].[Na+]. The catalyst is CO.[Cu]. The yield is 0.595. The product is [CH3:9][O:10][C:6]1[CH:7]=[C:2]([Br:1])[CH:3]=[N:4][CH:5]=1. (2) The yield is 0.400. The catalyst is ClCCl. The reactants are COC1C=C(OC)C=CC=1C[N:6]([C:32]1[CH:37]=[CH:36][N:35]=[CH:34][N:33]=1)[S:7]([C:10]1[C:15]([F:16])=[CH:14][C:13]([O:17][C@H:18]2[CH2:24][CH2:23][CH2:22][CH2:21][CH2:20][C@@H:19]2[C:25]2[N:29]([CH3:30])[N:28]=[CH:27][CH:26]=2)=[CH:12][C:11]=1[F:31])(=[O:9])=[O:8].C([SiH](CC)CC)C.FC(F)(F)C(O)=O. The product is [F:16][C:15]1[CH:14]=[C:13]([O:17][C@H:18]2[CH2:24][CH2:23][CH2:22][CH2:21][CH2:20][C@@H:19]2[C:25]2[N:29]([CH3:30])[N:28]=[CH:27][CH:26]=2)[CH:12]=[C:11]([F:31])[C:10]=1[S:7]([NH:6][C:32]1[CH:37]=[CH:36][N:35]=[CH:34][N:33]=1)(=[O:8])=[O:9].